This data is from hERG Central: cardiac toxicity at 1µM, 10µM, and general inhibition. The task is: Predict hERG channel inhibition at various concentrations. (1) Results: hERG_inhib (hERG inhibition (general)): blocker. The compound is CC(CCN1CCN(c2ccc(F)cc2)CC1)c1ccccc1. (2) The drug is O=C(c1ccccc1)N1CCN(C(=S)NCc2ccc3c(c2)OCO3)CC1. Results: hERG_inhib (hERG inhibition (general)): blocker.